From a dataset of Reaction yield outcomes from USPTO patents with 853,638 reactions. Predict the reaction yield, written as a fraction of the theoretical maximum amount of product (1.0 means a 100% yield; for example, 0.34 means a 34% yield). (1) The reactants are [Cl:1][C:2]1[CH:3]=[C:4]([CH:7]=[CH:8][C:9]=1[CH2:10][NH:11][C:12]1[CH:17]=[CH:16][CH:15]=[CH:14][N:13]=1)[CH:5]=O.[C:18]([O-])([O-])=O.[K+].[K+]. The yield is 0.500. The catalyst is O1CCOCC1.[Br-].C[P+](C1C=CC=CC=1)(C1C=CC=CC=1)C1C=CC=CC=1. The product is [Cl:1][C:2]1[CH:3]=[C:4]([CH:5]=[CH2:18])[CH:7]=[CH:8][C:9]=1[CH2:10][NH:11][C:12]1[CH:17]=[CH:16][CH:15]=[CH:14][N:13]=1. (2) The reactants are [C:1]1(=O)[CH2:6][CH2:5][CH2:4][CH2:3][CH2:2]1.[CH3:8][C:9]1[CH:14]=[CH:13][C:12]([S:15]([NH:18][NH2:19])(=[O:17])=[O:16])=[CH:11][CH:10]=1. The catalyst is CO. The product is [C:1]1(=[N:19][NH:18][S:15]([C:12]2[CH:13]=[CH:14][C:9]([CH3:8])=[CH:10][CH:11]=2)(=[O:16])=[O:17])[CH2:6][CH2:5][CH2:4][CH2:3][CH2:2]1. The yield is 0.720. (3) The reactants are C([Li])CCC.[CH2:6]([O:10][CH2:11][C:12]1[CH:17]=[CH:16][CH:15]=[CH:14][CH:13]=1)[CH2:7][C:8]#[CH:9].[F:18][C:19]1[CH:27]=[CH:26][C:22]([C:23](Cl)=[O:24])=[CH:21][CH:20]=1.[Cl-].[NH4+]. The catalyst is C1COCC1. The product is [CH2:11]([O:10][CH2:6][CH2:7][C:8]#[C:9][C:23]([C:22]1[CH:26]=[CH:27][C:19]([F:18])=[CH:20][CH:21]=1)=[O:24])[C:12]1[CH:17]=[CH:16][CH:15]=[CH:14][CH:13]=1. The yield is 0.450.